This data is from Catalyst prediction with 721,799 reactions and 888 catalyst types from USPTO. The task is: Predict which catalyst facilitates the given reaction. (1) Reactant: [C:1]([O:5][C:6]([NH:8][C:9]1[CH:14]=[CH:13][N:12]([CH2:15][CH2:16][CH:17]([F:29])[CH2:18][N:19]2[CH:23]=[C:22]([C:24]([O:26]CC)=[O:25])[N:21]=[N:20]2)[C:11](=[O:30])[C:10]=1[F:31])=[O:7])([CH3:4])([CH3:3])[CH3:2].[Li+:32].[OH-]. Product: [C:1]([O:5][C:6]([NH:8][C:9]1[CH:14]=[CH:13][N:12]([CH2:15][CH2:16][CH:17]([F:29])[CH2:18][N:19]2[CH:23]=[C:22]([C:24]([O-:26])=[O:25])[N:21]=[N:20]2)[C:11](=[O:30])[C:10]=1[F:31])=[O:7])([CH3:4])([CH3:2])[CH3:3].[Li+:32]. The catalyst class is: 36. (2) Reactant: [OH-].[Na+].C[O:4][C:5]([C:7]1[N:8]=[N:9][N:10]([C:13]2[CH:18]=[C:17]([Cl:19])[CH:16]=[CH:15][C:14]=2[NH:20][S:21]([C:24]2[CH:29]=[CH:28][C:27]([C:30]([CH3:33])([CH3:32])[CH3:31])=[CH:26][CH:25]=2)(=[O:23])=[O:22])[C:11]=1[CH3:12])=[O:6]. The catalyst class is: 1. Product: [C:30]([C:27]1[CH:28]=[CH:29][C:24]([S:21]([NH:20][C:14]2[CH:15]=[CH:16][C:17]([Cl:19])=[CH:18][C:13]=2[N:10]2[C:11]([CH3:12])=[C:7]([C:5]([OH:6])=[O:4])[N:8]=[N:9]2)(=[O:22])=[O:23])=[CH:25][CH:26]=1)([CH3:33])([CH3:31])[CH3:32]. (3) Reactant: FC(F)(F)C(OC(=O)C(F)(F)F)=O.[NH2:14][C:15](=O)[CH2:16][CH:17]1[C:43]2[C:38](=[CH:39][CH:40]=[CH:41][CH:42]=2)[C:19]2([CH2:24][CH2:23][N:22]([C:25]([NH:27][CH:28]3[CH:35]4CC5C[CH:33]([CH2:37][CH:29]3C5)[CH2:34]4)=[O:26])[CH2:21][CH2:20]2)[CH2:18]1.N1C=CC=CC=1. Product: [C:15]([CH2:16][CH:17]1[C:43]2[C:38](=[CH:39][CH:40]=[CH:41][CH:42]=2)[C:19]2([CH2:24][CH2:23][N:22]([C:25]([NH:27][CH:28]3[CH2:35][CH2:34][CH2:33][CH2:37][CH2:29]3)=[O:26])[CH2:21][CH2:20]2)[CH2:18]1)#[N:14]. The catalyst class is: 38. (4) The catalyst class is: 1. Reactant: Cl.[Cl-].C1([P+](C2C=CC=CC=2)(C2C=CC=CC=2)[CH2:10][C:11]2[CH:16]=[CH:15][CH:14]=[CH:13][N:12]=2)C=CC=CC=1.C[Si]([N-][Si](C)(C)C)(C)C.[Na+].[CH3:39][N:40](/[CH:42]=[N:43]/[S:44]([C:47]1[CH:52]=[CH:51][C:50]([N:53]2[C:57]([CH2:58][C:59]3[CH:64]=[CH:63][CH:62]=[C:61]([CH3:65])[CH:60]=3)=[N:56][C:55]([CH:66]=O)=[N:54]2)=[C:49]([F:68])[CH:48]=1)(=[O:46])=[O:45])[CH3:41]. Product: [CH3:39][N:40](/[CH:42]=[N:43]/[S:44]([C:47]1[CH:52]=[CH:51][C:50]([N:53]2[C:57]([CH2:58][C:59]3[CH:64]=[CH:63][CH:62]=[C:61]([CH3:65])[CH:60]=3)=[N:56][C:55](/[CH:66]=[CH:10]/[C:11]3[CH:16]=[CH:15][CH:14]=[CH:13][N:12]=3)=[N:54]2)=[C:49]([F:68])[CH:48]=1)(=[O:46])=[O:45])[CH3:41]. (5) Reactant: S(=O)(=O)(O)O.[OH:6][CH2:7][CH:8]1[NH:13][C:12](=[O:14])[CH2:11][CH2:10][CH2:9]1.[CH3:15][C:16](=[CH2:18])[CH3:17].C(=O)([O-])O.[Na+]. Product: [C:16]([O:6][CH2:7][CH:8]1[NH:13][C:12](=[O:14])[CH2:11][CH2:10][CH2:9]1)([CH3:18])([CH3:17])[CH3:15]. The catalyst class is: 12.